Dataset: Full USPTO retrosynthesis dataset with 1.9M reactions from patents (1976-2016). Task: Predict the reactants needed to synthesize the given product. (1) Given the product [Br:1][C:2]1[CH:3]=[CH:4][CH:5]=[C:6]2[C:10]=1[N:9]([CH2:29][C:30]1[CH:39]=[CH:38][C:33]([C:34]([O:36][CH3:37])=[O:35])=[CH:32][N:31]=1)[C:8]([C:11]([F:12])([F:13])[F:14])=[C:7]2[CH2:15][CH2:16][CH2:17][O:18][C:19]1[CH:24]=[C:23]([CH3:25])[C:22]([Cl:26])=[C:21]([CH3:27])[CH:20]=1, predict the reactants needed to synthesize it. The reactants are: [Br:1][C:2]1[CH:3]=[CH:4][CH:5]=[C:6]2[C:10]=1[NH:9][C:8]([C:11]([F:14])([F:13])[F:12])=[C:7]2[CH2:15][CH2:16][CH2:17][O:18][C:19]1[CH:24]=[C:23]([CH3:25])[C:22]([Cl:26])=[C:21]([CH3:27])[CH:20]=1.Br[CH2:29][C:30]1[CH:39]=[CH:38][C:33]([C:34]([O:36][CH3:37])=[O:35])=[CH:32][N:31]=1. (2) Given the product [Br:11][C:9]1[CH:8]=[C:7]([F:12])[C:6]2[O:13][CH2:14][C@H:15]([CH2:17][OH:16])[O:4][C:5]=2[CH:10]=1, predict the reactants needed to synthesize it. The reactants are: C([O:4][C:5]1[CH:10]=[C:9]([Br:11])[CH:8]=[C:7]([F:12])[C:6]=1[O:13][CH2:14][C@H:15]1[CH2:17][O:16]1)(=O)C.[OH-].[Na+]. (3) Given the product [NH2:1][C:4]1[CH:5]=[CH:6][C:7]([CH2:8][N:9]2[C:13](=[O:14])[C:12]3([CH2:19][CH2:18][N:17]([C:20]([O:22][C:23]([CH3:26])([CH3:25])[CH3:24])=[O:21])[CH2:16][CH2:15]3)[N:11]([C:27]3[CH:28]=[CH:29][CH:30]=[CH:31][CH:32]=3)[CH2:10]2)=[CH:33][CH:34]=1, predict the reactants needed to synthesize it. The reactants are: [N+:1]([C:4]1[CH:34]=[CH:33][C:7]([CH2:8][N:9]2[C:13](=[O:14])[C:12]3([CH2:19][CH2:18][N:17]([C:20]([O:22][C:23]([CH3:26])([CH3:25])[CH3:24])=[O:21])[CH2:16][CH2:15]3)[N:11]([C:27]3[CH:32]=[CH:31][CH:30]=[CH:29][CH:28]=3)[CH2:10]2)=[CH:6][CH:5]=1)([O-])=O. (4) Given the product [NH2:29][C:30]1[N:35]=[CH:34][C:33]([C:2]2[N:3]=[C:4]([N:23]3[CH2:28][CH2:27][O:26][CH2:25][CH2:24]3)[C:5]3[S:10][C:9]([C:11]([C:13]4[CH:18]=[CH:17][C:16]([S:19]([CH3:22])(=[O:21])=[O:20])=[CH:15][CH:14]=4)=[O:12])=[CH:8][C:6]=3[N:7]=2)=[CH:32][N:31]=1, predict the reactants needed to synthesize it. The reactants are: Cl[C:2]1[N:3]=[C:4]([N:23]2[CH2:28][CH2:27][O:26][CH2:25][CH2:24]2)[C:5]2[S:10][C:9]([C:11]([C:13]3[CH:18]=[CH:17][C:16]([S:19]([CH3:22])(=[O:21])=[O:20])=[CH:15][CH:14]=3)=[O:12])=[CH:8][C:6]=2[N:7]=1.[NH2:29][C:30]1[N:35]=[CH:34][C:33](B(O)O)=[CH:32][N:31]=1. (5) The reactants are: [Cl:1][C:2]1[CH:7]=[C:6]([OH:8])[CH:5]=[CH:4][C:3]=1[CH2:9][CH2:10][CH2:11][CH2:12][C:13]([O:15]C)=[O:14].[OH-].[Na+].Cl. Given the product [Cl:1][C:2]1[CH:7]=[C:6]([OH:8])[CH:5]=[CH:4][C:3]=1[CH2:9][CH2:10][CH2:11][CH2:12][C:13]([OH:15])=[O:14], predict the reactants needed to synthesize it. (6) The reactants are: [NH2:1][C:2]1[S:3][C:4]2[CH:10]=[C:9]([OH:11])[CH:8]=[CH:7][C:5]=2[N:6]=1.[CH:12]1([C:15](Cl)=[O:16])[CH2:14][CH2:13]1.O.[OH-].[Li+].[OH-].[Na+]. Given the product [OH:11][C:9]1[CH:8]=[CH:7][C:5]2[N:6]=[C:2]([NH:1][C:15]([CH:12]3[CH2:14][CH2:13]3)=[O:16])[S:3][C:4]=2[CH:10]=1, predict the reactants needed to synthesize it. (7) Given the product [Br:1][C:2]1[CH:7]=[CH:6][C:5](/[C:8](=[CH:15]/[C:14]2[CH:17]=[CH:18][CH:19]=[C:12]([Cl:11])[C:13]=2[F:20])/[C:9]#[N:10])=[CH:4][CH:3]=1, predict the reactants needed to synthesize it. The reactants are: [Br:1][C:2]1[CH:7]=[CH:6][C:5]([CH2:8][C:9]#[N:10])=[CH:4][CH:3]=1.[Cl:11][C:12]1[C:13]([F:20])=[C:14]([CH:17]=[CH:18][CH:19]=1)[CH:15]=O.C[O-].[Na+].